Dataset: Reaction yield outcomes from USPTO patents with 853,638 reactions. Task: Predict the reaction yield, written as a fraction of the theoretical maximum amount of product (1.0 means a 100% yield; for example, 0.34 means a 34% yield). (1) The reactants are N(OCCC(C)C)=O.[F:9][C:10]1[C:15]2[N:16]=[C:17](N)[S:18][C:14]=2[CH:13]=[C:12]([F:20])[CH:11]=1.[ClH:21]. The catalyst is C(#N)C.[Cu](Cl)Cl. The product is [Cl:21][C:17]1[S:18][C:14]2[CH:13]=[C:12]([F:20])[CH:11]=[C:10]([F:9])[C:15]=2[N:16]=1. The yield is 0.990. (2) The reactants are [CH3:1][N:2]([CH3:25])[C:3]([N:5]1[CH2:9][CH:8]2[CH2:10][C:11]([NH:14][CH2:15][C:16]([N:18]3[CH2:22][CH2:21][CH2:20][C@H:19]3[C:23]#[N:24])=[O:17])([CH3:13])[CH2:12][CH:7]2[CH2:6]1)=[O:4].O.[C:27]1([CH3:37])[CH:32]=[CH:31][C:30]([S:33]([OH:36])(=[O:35])=[O:34])=[CH:29][CH:28]=1. The catalyst is ClCCl. The product is [C:27]1([CH3:37])[CH:28]=[CH:29][C:30]([S:33]([OH:36])(=[O:34])=[O:35])=[CH:31][CH:32]=1.[CH3:25][N:2]([CH3:1])[C:3]([N:5]1[CH2:6][CH:7]2[CH2:12][C:11]([NH:14][CH2:15][C:16]([N:18]3[CH2:22][CH2:21][CH2:20][C@H:19]3[C:23]#[N:24])=[O:17])([CH3:13])[CH2:10][CH:8]2[CH2:9]1)=[O:4]. The yield is 0.953. (3) The reactants are N([C:10]([CH3:16])(C)[C:11]([O:13][CH3:14])=O)=N[C:10](C)([CH3:16])[C:11]([O:13][CH3:14])=O.[OH2:17].CO.C[C:21](=[O:24])[CH2:22]C. The catalyst is CCCCCC. The product is [C:21]([O:24][CH:10]([CH3:16])[CH2:11][O:13][CH3:14])(=[O:17])[CH3:22]. The yield is 0.600. (4) The reactants are [CH2:1]([O:3][C:4](=[O:23])[C@@H:5]([O:21][CH3:22])[CH2:6][C:7]1[CH:12]=[CH:11][C:10](OS(C(F)(F)F)(=O)=O)=[CH:9][CH:8]=1)[CH3:2].[CH2:24]([OH:27])[C:25]#[CH:26].C(N(CC)CC)C. The catalyst is CN(C=O)C.O.Cl[Pd](Cl)([P](C1C=CC=CC=1)(C1C=CC=CC=1)C1C=CC=CC=1)[P](C1C=CC=CC=1)(C1C=CC=CC=1)C1C=CC=CC=1. The product is [CH2:1]([O:3][C:4](=[O:23])[C@@H:5]([O:21][CH3:22])[CH2:6][C:7]1[CH:12]=[CH:11][C:10]([C:26]#[C:25][CH2:24][OH:27])=[CH:9][CH:8]=1)[CH3:2]. The yield is 0.320.